Task: Predict the reactants needed to synthesize the given product.. Dataset: Full USPTO retrosynthesis dataset with 1.9M reactions from patents (1976-2016) (1) Given the product [N:10]1[C:9]2[CH:8]=[CH:7][S:6][C:5]=2[C:3](=[O:2])[NH:13][CH:11]=1, predict the reactants needed to synthesize it. The reactants are: C[O:2][C:3]([C:5]1[S:6][CH:7]=[CH:8][C:9]=1[NH2:10])=O.[CH:11]([NH2:13])=O. (2) The reactants are: [CH3:1][O:2][C:3]1[CH:4]=[C:5]2[C:9](=[CH:10][CH:11]=1)[NH:8][C:7](=[O:12])[C:6]2=O.[C:14]([CH2:16][C:17]([O:19][CH3:20])=[O:18])#[N:15]. Given the product [C:14](/[C:16](=[C:6]1/[C:7](=[O:12])[NH:8][C:9]2[C:5]/1=[CH:4][C:3]([O:2][CH3:1])=[CH:11][CH:10]=2)/[C:17]([O:19][CH3:20])=[O:18])#[N:15], predict the reactants needed to synthesize it. (3) Given the product [CH3:1][O:2][C:3]1[CH:4]=[C:5]([S:9]([N:12]2[CH2:16][CH:15]([C:17]([N:37]3[CH2:38][CH2:39][N:34]([C:29]4[C:28]([CH3:27])=[CH:33][CH:32]=[CH:31][N:30]=4)[CH2:35][CH2:36]3)=[O:19])[N:14]([C:20]3[CH:25]=[CH:24][CH:23]=[CH:22][CH:21]=3)[C:13]2=[O:26])(=[O:11])=[O:10])[CH:6]=[CH:7][CH:8]=1, predict the reactants needed to synthesize it. The reactants are: [CH3:1][O:2][C:3]1[CH:4]=[C:5]([S:9]([N:12]2[CH2:16][CH:15]([C:17]([OH:19])=O)[N:14]([C:20]3[CH:25]=[CH:24][CH:23]=[CH:22][CH:21]=3)[C:13]2=[O:26])(=[O:11])=[O:10])[CH:6]=[CH:7][CH:8]=1.[CH3:27][C:28]1[C:29]([N:34]2[CH2:39][CH2:38][NH:37][CH2:36][CH2:35]2)=[N:30][CH:31]=[CH:32][CH:33]=1. (4) Given the product [N:14]1([C:12]2[C:11]([C:18]([F:19])([F:21])[F:20])=[CH:10][C:9]3[NH:22][C:23](=[O:35])[CH2:24][C:25]([C:27]4[CH:32]=[CH:31][N:30]=[C:29]([C:33]#[N:34])[CH:28]=4)=[N:7][C:8]=3[CH:13]=2)[CH2:15][CH2:16][CH2:17]1, predict the reactants needed to synthesize it. The reactants are: C(OC(=O)[NH:7][C:8]1[CH:13]=[C:12]([N:14]2[CH2:17][CH2:16][CH2:15]2)[C:11]([C:18]([F:21])([F:20])[F:19])=[CH:10][C:9]=1[NH:22][C:23](=[O:35])[CH2:24][C:25]([C:27]1[CH:32]=[CH:31][N:30]=[C:29]([C:33]#[N:34])[CH:28]=1)=O)(C)(C)C.C(O)(C(F)(F)F)=O. (5) Given the product [NH2:1][C:2]1[C:7]([S:12]([NH2:10])(=[O:15])=[O:13])=[CH:6][C:5]([Br:8])=[CH:4][N:3]=1, predict the reactants needed to synthesize it. The reactants are: [NH2:1][C:2]1[CH:7]=[CH:6][C:5]([Br:8])=[CH:4][N:3]=1.[OH-].[NH4+:10].Cl[S:12]([OH:15])(=O)=[O:13]. (6) Given the product [Cl:1][C:2]1[C:11]2[C:6](=[C:7]([O:12][CH2:16][CH2:17][CH3:18])[CH:8]=[CH:9][CH:10]=2)[N:5]=[C:4]([CH3:13])[CH:3]=1, predict the reactants needed to synthesize it. The reactants are: [Cl:1][C:2]1[C:11]2[C:6](=[C:7]([OH:12])[CH:8]=[CH:9][CH:10]=2)[N:5]=[C:4]([CH3:13])[CH:3]=1.[H-].[Na+].[CH2:16](I)[CH2:17][CH3:18].[Na+].[Cl-].